From a dataset of Catalyst prediction with 721,799 reactions and 888 catalyst types from USPTO. Predict which catalyst facilitates the given reaction. Reactant: [ClH:1].[NH2:2][C:3]1[N:7]([C:8]2[CH:13]=[CH:12][C:11]([O:14][CH3:15])=[CH:10][CH:9]=2)[N:6]=[CH:5][C:4]=1[N:16]=O.[H][H]. Product: [ClH:1].[ClH:1].[CH3:15][O:14][C:11]1[CH:10]=[CH:9][C:8]([N:7]2[C:3]([NH2:2])=[C:4]([NH2:16])[CH:5]=[N:6]2)=[CH:13][CH:12]=1. The catalyst class is: 29.